From a dataset of Full USPTO retrosynthesis dataset with 1.9M reactions from patents (1976-2016). Predict the reactants needed to synthesize the given product. (1) The reactants are: [Br:1][C:2]1[CH:11]=[CH:10][C:9]([OH:12])=[CH:8][C:3]=1[C:4]([O:6][CH3:7])=[O:5].C(=O)([O-])[O-].[Cs+].[Cs+].Cl[C:20]([F:26])([F:25])C(OC)=O. Given the product [Br:1][C:2]1[CH:11]=[CH:10][C:9]([O:12][CH:20]([F:26])[F:25])=[CH:8][C:3]=1[C:4]([O:6][CH3:7])=[O:5], predict the reactants needed to synthesize it. (2) Given the product [ClH:30].[ClH:38].[NH2:66][CH:63]1[CH2:62][CH2:61][N:60]([CH:58]2[CH2:57][CH2:41][CH2:42][CH2:43][C:44]2([CH2:10][CH2:11][C:12]2[CH:17]=[CH:16][C:15]([O:18][CH2:19][C:20]3[CH:29]=[CH:28][C:27]4[C:22](=[CH:23][CH:24]=[CH:25][CH:26]=4)[CH:21]=3)=[C:14]([Cl:1])[CH:13]=2)[OH:45])[CH2:65][CH2:64]1, predict the reactants needed to synthesize it. The reactants are: [ClH:1].Cl.NC1CCN([CH2:10][CH:11](C2(O)CCCCC2)[C:12]2[CH:17]=[CH:16][C:15]([O:18][CH2:19][C:20]3[CH:29]=[CH:28][C:27]4[C:22](=[CH:23][CH:24]=[CH:25][CH:26]=4)[CH:21]=3)=[C:14]([Cl:30])[CH:13]=2)CC1.[Cl:38]C1C=[C:41]([CH:57](C2(O)CCCCC2)[C:58]([N:60]2[CH2:65][CH2:64][CH:63]([NH:66]C(=O)OC(C)(C)C)[CH2:62][CH2:61]2)=O)[CH:42]=[CH:43][C:44]=1[O:45]CC1C=CC2C(=CC=CC=2)C=1. (3) Given the product [F:1][C:2]1[CH:3]=[C:4]2[C:8](=[CH:9][C:10]=1[CH3:11])[NH:7][CH:6]=[CH:5]2, predict the reactants needed to synthesize it. The reactants are: [F:1][C:2]1[CH:3]=[C:4]2[C:8](=[CH:9][C:10]=1[CH3:11])[NH:7][C:6]([Si](C)(C)C)=[CH:5]2.C(=O)([O-])[O-].[K+].[K+].